The task is: Predict the reactants needed to synthesize the given product.. This data is from Full USPTO retrosynthesis dataset with 1.9M reactions from patents (1976-2016). (1) Given the product [F:1][C:2]1[CH:3]=[CH:4][C:5]([C:8]2[CH:12]=[C:11]([O:13][CH2:25][C:26]([CH3:27])=[O:28])[NH:10][N:9]=2)=[CH:6][CH:7]=1, predict the reactants needed to synthesize it. The reactants are: [F:1][C:2]1[CH:7]=[CH:6][C:5]([C:8]2[CH:12]=[C:11]([OH:13])[NH:10][N:9]=2)=[CH:4][CH:3]=1.C(=O)([O-])[O-].[K+].[K+].CS(O[CH2:25][C:26](=[O:28])[CH3:27])(=O)=O. (2) Given the product [Br:17][C:18]1[CH:19]=[C:20]([CH:21]=[CH:22][CH:23]=1)[O:24][CH2:2][C:3]1[C:8]([CH3:9])=[CH:7][CH:6]=[CH:5][C:4]=1[N:10]1[C:14](=[O:15])[N:13]([CH3:16])[N:12]=[N:11]1, predict the reactants needed to synthesize it. The reactants are: Br[CH2:2][C:3]1[C:8]([CH3:9])=[CH:7][CH:6]=[CH:5][C:4]=1[N:10]1[C:14](=[O:15])[N:13]([CH3:16])[N:12]=[N:11]1.[Br:17][C:18]1[CH:19]=[C:20]([OH:24])[CH:21]=[CH:22][CH:23]=1.C(=O)([O-])[O-].[K+].[K+].C(#N)C. (3) Given the product [CH:22]([C:18]1[CH:17]=[C:16]([C@@H:14]([NH:13][C:12]([C:7]2[CH:8]=[C:9]3[C:4](=[CH:5][CH:6]=2)[N:3]([CH2:26][C:27]2[CH:28]=[CH:29][C:30]([C:33]4([C:36]([O:38][CH3:39])=[O:37])[CH2:35][CH2:34]4)=[CH:31][CH:32]=2)[C:2]([CH3:1])=[C:10]3[CH3:11])=[O:25])[CH3:15])[CH:21]=[CH:20][CH:19]=1)([CH3:24])[CH3:23], predict the reactants needed to synthesize it. The reactants are: [CH3:1][C:2]1[N:3]([CH2:26][C:27]2[CH:32]=[CH:31][C:30]([C:33]3([C:36]([O:38][CH3:39])=[O:37])[CH2:35][CH2:34]3)=[CH:29][CH:28]=2)[C:4]2[C:9]([C:10]=1[CH3:11])=[CH:8][C:7]([C:12](=[O:25])[NH:13][C@H:14]([C:16]1[CH:21]=[CH:20][CH:19]=[C:18]([C:22]([CH3:24])=[CH2:23])[CH:17]=1)[CH3:15])=[CH:6][CH:5]=2. (4) Given the product [CH3:15][O:14][C:13]1[CH:12]=[CH:11][C:10]([C@H:16]2[CH2:19][C@H:18]([C:20]([O:22][CH3:23])=[O:21])[CH2:17]2)=[CH:9][C:8]=1[B:24]1[O:28][C:27]([CH3:30])([CH3:29])[C:26]([CH3:32])([CH3:31])[O:25]1, predict the reactants needed to synthesize it. The reactants are: O1CCOCC1.I[C:8]1[CH:9]=[C:10]([C@H:16]2[CH2:19][C@H:18]([C:20]([O:22][CH3:23])=[O:21])[CH2:17]2)[CH:11]=[CH:12][C:13]=1[O:14][CH3:15].[B:24]1([B:24]2[O:28][C:27]([CH3:30])([CH3:29])[C:26]([CH3:32])([CH3:31])[O:25]2)[O:28][C:27]([CH3:30])([CH3:29])[C:26]([CH3:32])([CH3:31])[O:25]1.C([O-])(=O)C.[K+]. (5) Given the product [Br:1][C:2]1[CH:3]=[C:4]2[C:9](=[CH:10][CH:11]=1)[N:8]([C:20]1[CH:21]=[CH:22][C:17]([F:16])=[CH:18][CH:19]=1)[C:7](=[O:12])[C:6]([CH3:13])([CH3:14])[C:5]2=[O:15], predict the reactants needed to synthesize it. The reactants are: [Br:1][C:2]1[CH:3]=[C:4]2[C:9](=[CH:10][CH:11]=1)[NH:8][C:7](=[O:12])[C:6]([CH3:14])([CH3:13])[C:5]2=[O:15].[F:16][C:17]1[CH:22]=[CH:21][C:20](B(O)O)=[CH:19][CH:18]=1. (6) Given the product [N+:1]([C:4]1[CH:5]=[C:6]([CH2:10][C:11](=[O:13])[CH2:27][C:26]([O:32][CH2:33][CH3:34])=[O:31])[CH:7]=[CH:8][CH:9]=1)([O-:3])=[O:2], predict the reactants needed to synthesize it. The reactants are: [N+:1]([C:4]1[CH:5]=[C:6]([CH2:10][C:11]([OH:13])=O)[CH:7]=[CH:8][CH:9]=1)([O-:3])=[O:2].C(N1C=CN=C1)(N1C=CN=C1)=O.[C:26]([O:32][CH2:33][CH3:34])(=[O:31])[CH2:27]C([O-])=O. (7) The reactants are: [CH3:1][C:2]1[CH:10]=[CH:9][C:5]([C:6](O)=[O:7])=[CH:4][N:3]=1.C(Cl)(=O)C([Cl:14])=O. Given the product [CH3:1][C:2]1[CH:10]=[CH:9][C:5]([C:6]([Cl:14])=[O:7])=[CH:4][N:3]=1, predict the reactants needed to synthesize it.